From a dataset of Retrosynthesis with 50K atom-mapped reactions and 10 reaction types from USPTO. Predict the reactants needed to synthesize the given product. (1) Given the product COC(=O)c1ccc(OCC2CCCCC2)cc1, predict the reactants needed to synthesize it. The reactants are: BrCC1CCCCC1.COC(=O)c1ccc(O)cc1. (2) Given the product Cc1nc(NNC(=O)CNC(=O)OC(C)(C)C)nnc1-c1ccccc1, predict the reactants needed to synthesize it. The reactants are: CC(C)(C)OC(=O)NCC(=O)O.Cc1nc(NN)nnc1-c1ccccc1. (3) Given the product CC(c1cc(-c2ccc(C(F)(F)F)cc2C(F)(F)F)no1)n1cc2nc(-c3cccc(F)c3F)nc-2cn1, predict the reactants needed to synthesize it. The reactants are: CC(OS(C)(=O)=O)c1cc(-c2ccc(C(F)(F)F)cc2C(F)(F)F)no1.Fc1cccc(-c2nc3cn[nH]cc-3n2)c1F. (4) Given the product CC(=NO)c1cc(Cl)ncc1C#Cc1cc(F)ccc1C, predict the reactants needed to synthesize it. The reactants are: CC(=O)c1cc(Cl)ncc1C#Cc1cc(F)ccc1C.NO. (5) Given the product CC(C)(C)OC(=O)N1CC(F)(c2ccc(C(=O)CC(O)(c3cc(Cl)cc(Cl)c3)C(F)(F)F)cc2)C1, predict the reactants needed to synthesize it. The reactants are: CC(=O)c1ccc(C2(F)CN(C(=O)OC(C)(C)C)C2)cc1.O=C(c1cc(Cl)cc(Cl)c1)C(F)(F)F. (6) Given the product CCOC(=O)C=NNC(=O)OC(C)(C)C, predict the reactants needed to synthesize it. The reactants are: CC(C)(C)OC(=O)NN.CCOC(=O)C=O. (7) Given the product COc1ccccc1CNC1CCc2ccccc2C1Cc1ccccc1, predict the reactants needed to synthesize it. The reactants are: COc1ccccc1CN.O=C1CCc2ccccc2C1Cc1ccccc1.